Dataset: Catalyst prediction with 721,799 reactions and 888 catalyst types from USPTO. Task: Predict which catalyst facilitates the given reaction. (1) Reactant: [CH2:1]([N:8](C)[C:9]1[CH:10]=[C:11]([CH:21]=[CH:22][CH:23]=1)[CH2:12][NH:13][C:14](=[O:20])[O:15][C:16]([CH3:19])([CH3:18])[CH3:17])C1C=CC=CC=1. Product: [CH3:1][NH:8][C:9]1[CH:10]=[C:11]([CH:21]=[CH:22][CH:23]=1)[CH2:12][NH:13][C:14](=[O:20])[O:15][C:16]([CH3:19])([CH3:17])[CH3:18]. The catalyst class is: 320. (2) Reactant: [F:1][C:2]([F:44])([C:31]1[O:32][C:33]([C:36]2[CH:41]=[CH:40][CH:39]=[CH:38][C:37]=2[O:42][CH3:43])=[N:34][N:35]=1)[C:3]1[CH:30]=[CH:29][C:6]([C:7]([NH:9][C:10]2[C:14]([NH:15]C(=O)OC(C)(C)C)=[CH:13][N:12]([C:23]3[CH:28]=[CH:27][CH:26]=[CH:25][CH:24]=3)[N:11]=2)=[O:8])=[CH:5][CH:4]=1.FC(F)(F)C(O)=O. Product: [NH2:15][C:14]1[C:10]([NH:9][C:7](=[O:8])[C:6]2[CH:5]=[CH:4][C:3]([C:2]([F:1])([F:44])[C:31]3[O:32][C:33]([C:36]4[CH:41]=[CH:40][CH:39]=[CH:38][C:37]=4[O:42][CH3:43])=[N:34][N:35]=3)=[CH:30][CH:29]=2)=[N:11][N:12]([C:23]2[CH:28]=[CH:27][CH:26]=[CH:25][CH:24]=2)[CH:13]=1. The catalyst class is: 2. (3) Reactant: [CH3:1][O:2][C:3]([C:5]1[C:14]2[C:9](=[CH:10][CH:11]=[CH:12][CH:13]=2)[N:8]=[C:7]([C:15]2[CH:20]=[CH:19][CH:18]=[CH:17][CH:16]=2)[C:6]=1[CH2:21]Br)=[O:4].[N:23]1([CH:29]2[CH2:34][CH2:33][NH:32][CH2:31][CH2:30]2)[CH2:28][CH2:27][CH2:26][CH2:25][CH2:24]1.C(N(C(C)C)CC)(C)C. Product: [CH3:1][O:2][C:3]([C:5]1[C:14]2[C:9](=[CH:10][CH:11]=[CH:12][CH:13]=2)[N:8]=[C:7]([C:15]2[CH:20]=[CH:19][CH:18]=[CH:17][CH:16]=2)[C:6]=1[CH2:21][N:32]1[CH2:33][CH2:34][CH:29]([N:23]2[CH2:28][CH2:27][CH2:26][CH2:25][CH2:24]2)[CH2:30][CH2:31]1)=[O:4]. The catalyst class is: 1. (4) The catalyst class is: 62. Reactant: Cl[C:2]1[CH:3]=[CH:4][C:5]2[O:14][CH2:13][CH2:12][C:11]3[CH:10]=[C:9]([C:15]4[N:16]([C:20]5[CH:25]=[CH:24][C:23]([F:26])=[CH:22][C:21]=5[F:27])[N:17]=[CH:18][N:19]=4)[S:8][C:7]=3[C:6]=2[N:28]=1.[NH:29]1[CH2:34][CH2:33][NH:32][CH2:31][C:30]1=[O:35].CC([O-])(C)C.[Na+].CC(C1C=C(C(C)C)C(C2C=CC=CC=2P(C2CCCCC2)C2CCCCC2)=C(C(C)C)C=1)C. Product: [F:27][C:21]1[CH:22]=[C:23]([F:26])[CH:24]=[CH:25][C:20]=1[N:16]1[C:15]([C:9]2[S:8][C:7]3[C:6]4[N:28]=[C:2]([N:32]5[CH2:33][CH2:34][NH:29][C:30](=[O:35])[CH2:31]5)[CH:3]=[CH:4][C:5]=4[O:14][CH2:13][CH2:12][C:11]=3[CH:10]=2)=[N:19][CH:18]=[N:17]1. (5) Reactant: [CH:1]([C:3]1[CH:13]=[CH:12][C:6]([O:7][CH2:8][C:9]([OH:11])=O)=[CH:5][CH:4]=1)=[O:2].[NH:14]1[CH2:18][CH2:17][CH2:16][CH2:15]1.Cl.CN(C)CCCN=C=NCC.CN(C1C=CC=CN=1)C. Product: [O:11]=[C:9]([N:14]1[CH2:18][CH2:17][CH2:16][CH2:15]1)[CH2:8][O:7][C:6]1[CH:5]=[CH:4][C:3]([CH:1]=[O:2])=[CH:13][CH:12]=1. The catalyst class is: 18. (6) Reactant: C[O:2][C:3]([CH:5]1[CH2:9][N:8]([S:10]([CH3:13])(=[O:12])=[O:11])[CH:7]2[CH2:14][CH2:15][N:16]([C:17](=[O:39])[CH:18]([NH:25][C:26](=[O:38])[CH:27]([N:29]([C:31]([O:33][C:34]([CH3:37])([CH3:36])[CH3:35])=[O:32])[CH3:30])[CH3:28])[CH:19]3[CH2:24][CH2:23][CH2:22][CH2:21][CH2:20]3)[CH:6]12)=[O:4].[OH-].[Na+]. Product: [C:34]([O:33][C:31]([N:29]([CH3:30])[CH:27]([CH3:28])[C:26]([NH:25][CH:18]([CH:19]1[CH2:20][CH2:21][CH2:22][CH2:23][CH2:24]1)[C:17]([N:16]1[CH:6]2[CH:7]([N:8]([S:10]([CH3:13])(=[O:12])=[O:11])[CH2:9][CH:5]2[C:3]([OH:4])=[O:2])[CH2:14][CH2:15]1)=[O:39])=[O:38])=[O:32])([CH3:37])([CH3:36])[CH3:35]. The catalyst class is: 5. (7) The catalyst class is: 8. Product: [C:9]([O:13][C:14]([N:16]1[CH2:21][CH2:20][C@@H:19]([NH:22][CH2:1][C:2]2[CH:7]=[CH:6][CH:5]=[CH:4][CH:3]=2)[C@H:18]([OH:23])[CH2:17]1)=[O:15])([CH3:12])([CH3:10])[CH3:11]. Reactant: [CH:1](=O)[C:2]1[CH:7]=[CH:6][CH:5]=[CH:4][CH:3]=1.[C:9]([O:13][C:14]([N:16]1[CH2:21][CH2:20][C@@H:19]([NH2:22])[C@H:18]([OH:23])[CH2:17]1)=[O:15])([CH3:12])([CH3:11])[CH3:10].C(O)(=O)C.C([BH3-])#N.[Na+]. (8) Reactant: [NH:1]1[CH2:6][CH2:5][CH:4]([NH:7][C:8](=[O:14])[O:9][C:10]([CH3:13])([CH3:12])[CH3:11])[CH2:3][CH2:2]1.Br[CH2:16][CH:17]([OH:19])[CH3:18].BrC(C)CO.C(N(CC)CC)C. Product: [OH:19][CH:17]([CH3:18])[CH2:16][N:1]1[CH2:2][CH2:3][CH:4]([NH:7][C:8](=[O:14])[O:9][C:10]([CH3:11])([CH3:13])[CH3:12])[CH2:5][CH2:6]1. The catalyst class is: 10. (9) Reactant: [CH3:1][O:2][C:3]([C:5]1[S:6][C:7]([N+:19]([O-])=O)=[C:8]([S:10][C:11]2[CH:16]=[CH:15][CH:14]=[CH:13][C:12]=2[O:17][CH3:18])[CH:9]=1)=[O:4]. Product: [CH3:1][O:2][C:3]([C:5]1[S:6][C:7]([NH2:19])=[C:8]([S:10][C:11]2[CH:16]=[CH:15][CH:14]=[CH:13][C:12]=2[O:17][CH3:18])[CH:9]=1)=[O:4]. The catalyst class is: 1. (10) Reactant: C(OC[S:6]([C:9]1[CH:14]=[CH:13][C:12]([C:15]2[N:16]=[C:17]([NH:20][C:21](=[O:23])[CH3:22])[S:18][CH:19]=2)=[CH:11][CH:10]=1)(=[O:8])=[O:7])(=O)C.C1COCC1.[OH-].[Na+:30]. Product: [C:21]([NH:20][C:17]1[S:18][CH:19]=[C:15]([C:12]2[CH:11]=[CH:10][C:9]([S:6]([O-:8])=[O:7])=[CH:14][CH:13]=2)[N:16]=1)(=[O:23])[CH3:22].[Na+:30]. The catalyst class is: 5.